Dataset: Forward reaction prediction with 1.9M reactions from USPTO patents (1976-2016). Task: Predict the product of the given reaction. (1) Given the reactants [C:1]([OH:5])(=O)[CH2:2][OH:3].CN(C(ON1N=NC2C=CC=NC1=2)=[N+](C)C)C.F[P-](F)(F)(F)(F)F.[Cl:30][C:31]1[CH:56]=[CH:55][C:34]2[N:35]3[C:39]([CH2:40][NH:41][CH2:42][C:33]=2[CH:32]=1)=[N:38][N:37]=[C:36]3[C@H:43]1[CH2:48][CH2:47][C@H:46]([C:49]2[CH:53]=[C:52]([CH3:54])[O:51][N:50]=2)[CH2:45][CH2:44]1.C(N(C(C)C)C(C)C)C, predict the reaction product. The product is: [Cl:30][C:31]1[CH:56]=[CH:55][C:34]2[N:35]3[C:39]([CH2:40][N:41]([C:1](=[O:5])[CH2:2][OH:3])[CH2:42][C:33]=2[CH:32]=1)=[N:38][N:37]=[C:36]3[C@H:43]1[CH2:44][CH2:45][C@H:46]([C:49]2[CH:53]=[C:52]([CH3:54])[O:51][N:50]=2)[CH2:47][CH2:48]1. (2) The product is: [OH:28][C:29]1[C:30]([CH3:38])=[C:31]([CH:35]=[CH:36][CH:37]=1)[C:32]([NH:1][C:2]1[CH:3]=[N:4][C:5]([NH:8][C:9]2[CH:10]=[CH:11][C:12]([C:13](=[O:14])[NH:15][CH2:16][CH2:17][N:18]3[CH2:19][CH2:20][CH2:21][CH2:22]3)=[CH:23][CH:24]=2)=[N:6][CH:7]=1)=[O:33]. Given the reactants [NH2:1][C:2]1[CH:3]=[N:4][C:5]([NH:8][C:9]2[CH:24]=[CH:23][C:12]([C:13]([NH:15][CH2:16][CH2:17][N:18]3[CH2:22][CH2:21][CH2:20][CH2:19]3)=[O:14])=[CH:11][CH:10]=2)=[N:6][CH:7]=1.C([O:28][C:29]1[C:30]([CH3:38])=[C:31]([CH:35]=[CH:36][CH:37]=1)[C:32](Cl)=[O:33])(=O)C.C(N(C(C)C)CC)(C)C.C[O-].[Na+], predict the reaction product. (3) Given the reactants O=P(Cl)(Cl)[Cl:3].[CH:6]1([NH:9][C:10]2[N:15]=[C:14](O)[C:13]([C:17]#[N:18])=[C:12]([C:19]3[CH:24]=[CH:23][CH:22]=[C:21]([O:25][CH3:26])[CH:20]=3)[N:11]=2)[CH2:8][CH2:7]1, predict the reaction product. The product is: [Cl:3][C:14]1[C:13]([C:17]#[N:18])=[C:12]([C:19]2[CH:24]=[CH:23][CH:22]=[C:21]([O:25][CH3:26])[CH:20]=2)[N:11]=[C:10]([NH:9][CH:6]2[CH2:8][CH2:7]2)[N:15]=1. (4) Given the reactants [Cl:1][C:2]1[CH:3]=[C:4]([NH:8][C:9]([C:17]2[CH:22]=[CH:21][CH:20]=[CH:19][CH:18]=2)=[CH:10][C:11](=O)[C:12]([F:15])([F:14])[F:13])[CH:5]=[CH:6][CH:7]=1.C(OC(C1(C(OC(C)C)=O)CC(OC)(OC)C1)=O)(C)C, predict the reaction product. The product is: [Cl:1][C:2]1[CH:3]=[C:4]2[C:5]([C:11]([C:12]([F:15])([F:14])[F:13])=[CH:10][C:9]([C:17]3[CH:22]=[CH:21][CH:20]=[CH:19][CH:18]=3)=[N:8]2)=[CH:6][CH:7]=1. (5) The product is: [F:13][C:10]([F:11])([F:12])[CH2:9][NH:8][C:6](=[O:7])[C:5]1[CH:4]=[CH:3][C:2]([NH:1][C:17]2[NH:22][C:21]3=[N:23][CH:24]=[CH:25][C:20]3=[C:19]([NH:36][CH2:37][C:38]([F:40])([F:39])[F:41])[N:18]=2)=[CH:15][CH:14]=1. Given the reactants [NH2:1][C:2]1[CH:15]=[CH:14][C:5]([C:6]([NH:8][CH2:9][C:10]([F:13])([F:12])[F:11])=[O:7])=[CH:4][CH:3]=1.Cl[C:17]1[N:18]=[C:19]([NH:36][CH2:37][C:38]([F:41])([F:40])[F:39])[C:20]2[CH:25]=[CH:24][N:23](S(C3C=CC(C)=CC=3)(=O)=O)[C:21]=2[N:22]=1.C(=O)([O-])[O-].[K+].[K+].C1(P(C2CCCCC2)C2C=CC=CC=2C2C(C(C)C)=CC(C(C)C)=CC=2C(C)C)CCCCC1, predict the reaction product.